Dataset: Peptide-MHC class II binding affinity with 134,281 pairs from IEDB. Task: Regression. Given a peptide amino acid sequence and an MHC pseudo amino acid sequence, predict their binding affinity value. This is MHC class II binding data. (1) The MHC is DRB1_0404 with pseudo-sequence DRB1_0404. The binding affinity (normalized) is 0.548. The peptide sequence is VELQIVDKIDAAFKI. (2) The peptide sequence is GGACGYKDVDKPPFS. The MHC is HLA-DQA10201-DQB10202 with pseudo-sequence HLA-DQA10201-DQB10202. The binding affinity (normalized) is 0. (3) The peptide sequence is YALFYKLDVVPIDNDNTSY. The MHC is DRB1_1302 with pseudo-sequence DRB1_1302. The binding affinity (normalized) is 0.717. (4) The peptide sequence is MLHWSLILPGIKAQQ. The MHC is DRB1_0901 with pseudo-sequence DRB1_0901. The binding affinity (normalized) is 0.648. (5) The peptide sequence is SQDLDLSWNLNGLQAY. The MHC is DRB1_0802 with pseudo-sequence DRB1_0802. The binding affinity (normalized) is 0.285. (6) The peptide sequence is TPTNASHIQSAVVCG. The MHC is HLA-DQA10401-DQB10402 with pseudo-sequence HLA-DQA10401-DQB10402. The binding affinity (normalized) is 0.200. (7) The peptide sequence is IDLSIQNYHTFLIYI. The MHC is HLA-DPA10201-DPB10501 with pseudo-sequence HLA-DPA10201-DPB10501. The binding affinity (normalized) is 0.157. (8) The peptide sequence is GSCWAFSGVAATESA. The MHC is DRB3_0101 with pseudo-sequence DRB3_0101. The binding affinity (normalized) is 0. (9) The peptide sequence is AREKNPRLCTKEEFI. The MHC is HLA-DQA10303-DQB10402 with pseudo-sequence HLA-DQA10303-DQB10402. The binding affinity (normalized) is 0. (10) The peptide sequence is AASLLDEDMDALEEA. The MHC is DRB1_1201 with pseudo-sequence DRB1_1201. The binding affinity (normalized) is 0.130.